From a dataset of Full USPTO retrosynthesis dataset with 1.9M reactions from patents (1976-2016). Predict the reactants needed to synthesize the given product. (1) Given the product [BrH:12].[NH2:11][CH:9]([C:7]1[NH:8][C:3](=[O:2])[CH:4]=[CH:5][CH:6]=1)[CH3:10], predict the reactants needed to synthesize it. The reactants are: C[O:2][C:3]1[N:8]=[C:7]([CH:9]([NH2:11])[CH3:10])[CH:6]=[CH:5][CH:4]=1.[BrH:12]. (2) The reactants are: [C:1]([O:5][C:6](=[O:24])[NH:7][C@@H:8]([C:13]1[CH:18]=[CH:17][C:16]([O:19][CH3:20])=[C:15]([O:21][CH2:22][CH3:23])[CH:14]=1)[CH2:9][C:10](=[O:12])[CH3:11])([CH3:4])([CH3:3])[CH3:2].[CH3:25][Li].CO. Given the product [C:1]([O:5][C:6](=[O:24])[NH:7][C@@H:8]([C:13]1[CH:18]=[CH:17][C:16]([O:19][CH3:20])=[C:15]([O:21][CH2:22][CH3:23])[CH:14]=1)[CH2:9][C:10]([OH:12])([CH3:25])[CH3:11])([CH3:4])([CH3:2])[CH3:3], predict the reactants needed to synthesize it.